Dataset: Peptide-MHC class I binding affinity with 185,985 pairs from IEDB/IMGT. Task: Regression. Given a peptide amino acid sequence and an MHC pseudo amino acid sequence, predict their binding affinity value. This is MHC class I binding data. (1) The binding affinity (normalized) is 0.795. The peptide sequence is QMAVFIHNFK. The MHC is HLA-A03:01 with pseudo-sequence HLA-A03:01. (2) The peptide sequence is IYVGNGQMI. The MHC is H-2-Ld with pseudo-sequence H-2-Ld. The binding affinity (normalized) is 0. (3) The peptide sequence is LAGAWGDLW. The MHC is HLA-B07:02 with pseudo-sequence HLA-B07:02. The binding affinity (normalized) is 0. (4) The peptide sequence is KSDGTGTIY. The MHC is HLA-A26:01 with pseudo-sequence HLA-A26:01. The binding affinity (normalized) is 0. (5) The peptide sequence is AVFIHNFKRK. The MHC is HLA-A68:01 with pseudo-sequence HLA-A68:01. The binding affinity (normalized) is 0.741.